This data is from Peptide-MHC class II binding affinity with 134,281 pairs from IEDB. The task is: Regression. Given a peptide amino acid sequence and an MHC pseudo amino acid sequence, predict their binding affinity value. This is MHC class II binding data. (1) The peptide sequence is RGIEYIQHNGVVQES. The MHC is DRB1_1302 with pseudo-sequence DRB1_1302. The binding affinity (normalized) is 0.606. (2) The peptide sequence is IGLQYLGYVIRDLAA. The MHC is DRB4_0103 with pseudo-sequence DRB4_0103. The binding affinity (normalized) is 0.733. (3) The peptide sequence is CSGEPVVVHITDDNE. The MHC is DRB1_0901 with pseudo-sequence DRB1_0901. The binding affinity (normalized) is 0. (4) The peptide sequence is EKKYVAATQFEPLAA. The MHC is DRB1_0101 with pseudo-sequence DRB1_0101. The binding affinity (normalized) is 0.776. (5) The peptide sequence is ISRIYVSIDVTLQQLES. The MHC is DRB1_0701 with pseudo-sequence DRB1_0701. The binding affinity (normalized) is 0.0161. (6) The peptide sequence is VATLSEALRIIAGTL. The MHC is DRB1_0101 with pseudo-sequence DRB1_0101. The binding affinity (normalized) is 0.441. (7) The peptide sequence is SAGRSRRSRRAIDLP. The MHC is HLA-DQA10103-DQB10603 with pseudo-sequence HLA-DQA10103-DQB10603. The binding affinity (normalized) is 0.